This data is from Full USPTO retrosynthesis dataset with 1.9M reactions from patents (1976-2016). The task is: Predict the reactants needed to synthesize the given product. (1) Given the product [OH:45][CH2:44][CH2:43][C:39]1[CH:38]=[C:37]([CH:42]=[CH:41][CH:40]=1)[CH2:36][N:33]1[CH2:32][CH2:31][C:30]2([O:25][CH2:26][CH2:27][N:28]([C:54]([C:51]3[CH:50]=[C:49]([CH:46]([CH3:48])[CH3:47])[S:53][CH:52]=3)=[O:55])[CH2:29]2)[CH2:35][CH2:34]1, predict the reactants needed to synthesize it. The reactants are: F[P-](F)(F)(F)(F)F.N1(OC(N(C)C)=[N+](C)C)C2N=CC=CC=2N=N1.[O:25]1[C:30]2([CH2:35][CH2:34][N:33]([CH2:36][C:37]3[CH:38]=[C:39]([CH2:43][CH2:44][OH:45])[CH:40]=[CH:41][CH:42]=3)[CH2:32][CH2:31]2)[CH2:29][NH:28][CH2:27][CH2:26]1.[CH:46]([C:49]1[S:53][CH:52]=[C:51]([C:54](O)=[O:55])[CH:50]=1)([CH3:48])[CH3:47].C(N(CC)CC)C. (2) Given the product [C:56]([C:76]([CH3:77])([CH3:78])[C:37]1[CH:38]=[C:33]([CH:34]=[C:35]([F:63])[CH:36]=1)[C:82]([NH:8][C:5]1[CH:6]=[CH:7][C:2]([CH3:1])=[C:3]([N+:9]([O-:11])=[O:10])[CH:4]=1)=[O:83])#[N:61], predict the reactants needed to synthesize it. The reactants are: [CH3:1][C:2]1[CH:7]=[CH:6][C:5]([NH2:8])=[CH:4][C:3]=1[N+:9]([O-:11])=[O:10].C(C(C)(C)C1C=C(C=CN=1)C(N[C:33]1[CH:38]=[CH:37][C:36](C)=[C:35](NC2[C:38]3[C:33](=[CH:34][C:35](OC)=[CH:36][CH:37]=3)N=CN=2)[CH:34]=1)=O)#N.CN(C(ON1N=[N:61][C:56]2C=CC=NC1=2)=[N+](C)C)C.[F:63][P-](F)(F)(F)(F)F.CCN([CH:76]([CH3:78])[CH3:77])C(C)C.CN([CH:82]=[O:83])C. (3) Given the product [CH2:27]([CH:10]([C:11]([NH:13][S:14]([C:17]1[CH:26]=[CH:25][C:24]2[C:19](=[CH:20][CH:21]=[CH:22][CH:23]=2)[CH:18]=1)(=[O:16])=[O:15])=[O:12])[C:9]([N:6]([CH2:7][CH3:8])[CH2:5][C:4]([OH:35])=[O:3])=[O:34])[C:28]1[CH:33]=[CH:32][CH:31]=[CH:30][CH:29]=1, predict the reactants needed to synthesize it. The reactants are: C([O:3][C:4](=[O:35])[CH2:5][N:6]([C:9](=[O:34])[CH:10]([CH2:27][C:28]1[CH:33]=[CH:32][CH:31]=[CH:30][CH:29]=1)[C:11]([NH:13][S:14]([C:17]1[CH:26]=[CH:25][C:24]2[C:19](=[CH:20][CH:21]=[CH:22][CH:23]=2)[CH:18]=1)(=[O:16])=[O:15])=[O:12])[CH2:7][CH3:8])C.O.[OH-].[Na+]. (4) Given the product [C:12]12([O:11][CH2:10][C:9]3[N:8]=[N:7][N:6]([CH:22]4[CH2:23][CH2:24][CH2:25][CH2:26][CH2:27][CH2:28]4)[C:5]=3[C:3]([NH:44][C:45]3[CH:46]=[C:47]([CH:51]=[CH:52][CH:53]=3)[C:48]([OH:50])=[O:49])=[O:4])[CH2:19][CH:18]3[CH2:20][CH:14]([CH2:15][CH:16]([CH2:17]3)[CH2:21]1)[CH2:13]2, predict the reactants needed to synthesize it. The reactants are: CO[C:3]([C:5]1[N:6]([CH:22]2[CH2:28][CH2:27][CH2:26][CH2:25][CH2:24][CH2:23]2)[N:7]=[N:8][C:9]=1[CH2:10][O:11][C:12]12[CH2:21][CH:16]3[CH2:17][CH:18]([CH2:20][CH:14]([CH2:15]3)[CH2:13]1)[CH2:19]2)=[O:4].ClC1C=CC=C(Cl)C=1N1N=C(C([NH:44][C:45]2[CH:46]=[C:47]([CH:51]=[CH:52][CH:53]=2)[C:48]([OH:50])=[O:49])=O)C(COC2C=CC=CC=2)=N1. (5) Given the product [N:22]1[CH:23]=[CH:24][CH:25]=[C:20]([C:18]2[N:19]=[C:15]([CH:13]([C:11]3[CH:10]=[CH:9][C:8]4[NH:4][C:5](=[O:26])[S:6][C:7]=4[CH:12]=3)[CH3:14])[S:16][CH:17]=2)[N:21]=1, predict the reactants needed to synthesize it. The reactants are: COC[N:4]1[C:8]2[CH:9]=[CH:10][C:11]([CH:13]([C:15]3[S:16][CH:17]=[C:18]([C:20]4[N:21]=[N:22][CH:23]=[CH:24][CH:25]=4)[N:19]=3)[CH3:14])=[CH:12][C:7]=2[S:6][C:5]1=[O:26].FC(F)(F)C(O)=O. (6) The reactants are: Cl[C:2]1[CH:7]=[CH:6][N:5]=[CH:4][C:3]=1[N+:8]([O-:10])=[O:9].[Cl:11][C:12]1[CH:19]=[CH:18][C:15]([CH2:16][OH:17])=[CH:14][CH:13]=1. Given the product [Cl:11][C:12]1[CH:19]=[CH:18][C:15]([CH2:16][O:17][C:2]2[CH:7]=[CH:6][N:5]=[CH:4][C:3]=2[N+:8]([O-:10])=[O:9])=[CH:14][CH:13]=1, predict the reactants needed to synthesize it.